Dataset: Catalyst prediction with 721,799 reactions and 888 catalyst types from USPTO. Task: Predict which catalyst facilitates the given reaction. (1) Reactant: Cl[CH2:2][CH2:3][CH2:4][S:5]([N:8]([CH2:18][C:19]1[CH:24]=[CH:23][C:22]([O:25][CH3:26])=[CH:21][CH:20]=1)[CH2:9][C:10]1[CH:15]=[CH:14][C:13]([O:16][CH3:17])=[CH:12][CH:11]=1)(=[O:7])=[O:6].[Cl:27][C:28]1[CH:56]=[CH:55][C:31]([O:32][C:33]2[CH:38]=[CH:37][C:36]([N:39]3[C@@H:43]([C:44]4[CH:49]=[CH:48][CH:47]=[C:46]([C:50]([F:53])([F:52])[F:51])[CH:45]=4)[CH2:42][NH:41][C:40]3=[O:54])=[CH:35][CH:34]=2)=[CH:30][CH:29]=1.C([O-])([O-])=O.[Cs+].[Cs+].O. Product: [Cl:27][C:28]1[CH:29]=[CH:30][C:31]([O:32][C:33]2[CH:34]=[CH:35][C:36]([N:39]3[C@@H:43]([C:44]4[CH:49]=[CH:48][CH:47]=[C:46]([C:50]([F:52])([F:51])[F:53])[CH:45]=4)[CH2:42][N:41]([CH2:2][CH2:3][CH2:4][S:5]([N:8]([CH2:9][C:10]4[CH:15]=[CH:14][C:13]([O:16][CH3:17])=[CH:12][CH:11]=4)[CH2:18][C:19]4[CH:24]=[CH:23][C:22]([O:25][CH3:26])=[CH:21][CH:20]=4)(=[O:7])=[O:6])[C:40]3=[O:54])=[CH:37][CH:38]=2)=[CH:55][CH:56]=1. The catalyst class is: 3. (2) The catalyst class is: 9. Product: [C:9]([O:8][C:6](=[O:7])[C:5]1[CH:13]=[CH:14][C:2]([O:15][C:16]2[CH:23]=[CH:22][CH:21]=[C:18]([C:19]#[N:20])[CH:17]=2)=[CH:3][CH:4]=1)([CH3:12])([CH3:11])[CH3:10]. Reactant: F[C:2]1[CH:14]=[CH:13][C:5]([C:6]([O:8][C:9]([CH3:12])([CH3:11])[CH3:10])=[O:7])=[CH:4][CH:3]=1.[OH:15][C:16]1[CH:17]=[C:18]([CH:21]=[CH:22][CH:23]=1)[C:19]#[N:20].C(=O)([O-])[O-].[K+].[K+]. (3) Reactant: [Si:1]([O:8][CH2:9][CH2:10][NH:11][C:12](=[O:18])[O:13][C:14]([CH3:17])([CH3:16])[CH3:15])([C:4]([CH3:7])([CH3:6])[CH3:5])([CH3:3])[CH3:2].[CH2:19](Br)[C:20]#[CH:21].[H-].[Na+]. Product: [Si:1]([O:8][CH2:9][CH2:10][N:11]([CH2:21][C:20]#[CH:19])[C:12](=[O:18])[O:13][C:14]([CH3:17])([CH3:16])[CH3:15])([C:4]([CH3:7])([CH3:6])[CH3:5])([CH3:3])[CH3:2]. The catalyst class is: 3. (4) Reactant: [OH:1][C@@:2]1([C:9]#[C:10][C:11]2[CH:12]=[C:13]([N:17]3[C:25]4[CH2:24][CH2:23][N:22]([CH:26]5[CH2:29][O:28][CH2:27]5)[CH2:21][C:20]=4[C:19]([C:30]([O:32]C)=O)=[N:18]3)[CH:14]=[CH:15][CH:16]=2)[CH2:6][CH2:5][N:4]([CH3:7])[C:3]1=[O:8].[NH3:34]. Product: [OH:1][C@@:2]1([C:9]#[C:10][C:11]2[CH:12]=[C:13]([N:17]3[C:25]4[CH2:24][CH2:23][N:22]([CH:26]5[CH2:27][O:28][CH2:29]5)[CH2:21][C:20]=4[C:19]([C:30]([NH2:34])=[O:32])=[N:18]3)[CH:14]=[CH:15][CH:16]=2)[CH2:6][CH2:5][N:4]([CH3:7])[C:3]1=[O:8]. The catalyst class is: 5. (5) Reactant: [N+:1]([C:4]1[CH:12]=[C:11]([O:13][CH3:14])[CH:10]=[CH:9][C:5]=1[C:6]([OH:8])=[O:7])([O-])=O. Product: [NH2:1][C:4]1[CH:12]=[C:11]([O:13][CH3:14])[CH:10]=[CH:9][C:5]=1[C:6]([OH:8])=[O:7]. The catalyst class is: 19. (6) Reactant: Cl[C:2]1[C:7]([C:8]([OH:10])=[O:9])=[CH:6][N:5]=[CH:4][CH:3]=1.[Cl:11][C:12]1[CH:18]=[CH:17][C:15]([NH2:16])=[CH:14][CH:13]=1. Product: [Cl:11][C:12]1[CH:18]=[CH:17][C:15]([NH:16][C:2]2[C:7]([C:8]([OH:10])=[O:9])=[CH:6][N:5]=[CH:4][CH:3]=2)=[CH:14][CH:13]=1. The catalyst class is: 10. (7) Reactant: [NH2:1][CH2:2][C:3]1[CH:25]=[CH:24][C:6]([C:7]([N:9]2[CH2:13][CH2:12][CH2:11][N:10]2[C:14]([O:16][CH2:17][C:18]2[CH:23]=[CH:22][CH:21]=[CH:20][CH:19]=2)=[O:15])=[O:8])=[CH:5][CH:4]=1.[N:26]1[CH:31]=[CH:30][CH:29]=[CH:28][C:27]=1[CH:32]=O.[BH4-].[Na+]. Product: [N:26]1[CH:31]=[CH:30][CH:29]=[CH:28][C:27]=1[CH2:32][NH:1][CH2:2][C:3]1[CH:4]=[CH:5][C:6]([C:7]([N:9]2[CH2:13][CH2:12][CH2:11][N:10]2[C:14]([O:16][CH2:17][C:18]2[CH:19]=[CH:20][CH:21]=[CH:22][CH:23]=2)=[O:15])=[O:8])=[CH:24][CH:25]=1. The catalyst class is: 5. (8) Reactant: [Br:1][C:2]1[N:7]=[C:6](I)[C:5]([NH2:9])=[CH:4][CH:3]=1.[C:10]([O:14][CH2:15][CH3:16])(=[O:13])[CH:11]=[CH2:12].C1(P(C2C=CC=CC=2)C2C=CC=CC=2)C=CC=CC=1.C(N(CC)CC)C. Product: [CH2:15]([O:14][C:10](=[O:13])/[CH:11]=[CH:12]/[C:6]1[C:5]([NH2:9])=[CH:4][CH:3]=[C:2]([Br:1])[N:7]=1)[CH3:16]. The catalyst class is: 10. (9) Reactant: [F:1][C:2]1([CH3:47])[C:10]2[C:5](=[CH:6][CH:7]=[CH:8][CH:9]=2)[N:4]([CH2:11][CH2:12][CH2:13][N:14]2[CH2:45][CH2:44][C:17]3([N:21]([C:22]4[CH:27]=[CH:26][C:25]([F:28])=[CH:24][CH:23]=4)[CH2:20][N:19]([CH2:29][C:30]4[CH:31]=[C:32]([CH:40]=[CH:41][CH:42]=4)[C:33]([O:35]C(C)(C)C)=[O:34])[C:18]3=[O:43])[CH2:16][CH2:15]2)[C:3]1=[O:46].Cl. Product: [F:1][C:2]1([CH3:47])[C:10]2[C:5](=[CH:6][CH:7]=[CH:8][CH:9]=2)[N:4]([CH2:11][CH2:12][CH2:13][N:14]2[CH2:15][CH2:16][C:17]3([N:21]([C:22]4[CH:23]=[CH:24][C:25]([F:28])=[CH:26][CH:27]=4)[CH2:20][N:19]([CH2:29][C:30]4[CH:31]=[C:32]([CH:40]=[CH:41][CH:42]=4)[C:33]([OH:35])=[O:34])[C:18]3=[O:43])[CH2:44][CH2:45]2)[C:3]1=[O:46]. The catalyst class is: 12. (10) Reactant: [O:1]=[C:2]1[C:11]2[C:6](=[CH:7][C:8](OS(C(F)(F)F)(=O)=O)=[CH:9][CH:10]=2)[CH2:5][CH2:4][C:3]1([CH2:25][C:26]([O:28][CH3:29])=[O:27])[CH2:20][C:21]([F:24])([F:23])[F:22].C([O-])(=O)C.[K+].[CH3:35][C:36]1([CH3:52])[C:40]([CH3:42])([CH3:41])[O:39][B:38]([B:38]2[O:39][C:40]([CH3:42])([CH3:41])[C:36]([CH3:52])([CH3:35])[O:37]2)[O:37]1. Product: [O:1]=[C:2]1[C:11]2[C:6](=[CH:7][C:8]([B:38]3[O:39][C:40]([CH3:42])([CH3:41])[C:36]([CH3:52])([CH3:35])[O:37]3)=[CH:9][CH:10]=2)[CH2:5][CH2:4][C:3]1([CH2:25][C:26]([O:28][CH3:29])=[O:27])[CH2:20][C:21]([F:22])([F:24])[F:23]. The catalyst class is: 368.